Dataset: Full USPTO retrosynthesis dataset with 1.9M reactions from patents (1976-2016). Task: Predict the reactants needed to synthesize the given product. (1) Given the product [CH2:1]([NH:8][C:9]12[CH2:17][CH2:16][CH:13]([CH2:14][CH2:15]1)[CH2:12][N:11]1[C:18](=[O:36])[C:19]([O:27][C:28]([C:30]3[CH:35]=[CH:34][CH:33]=[CH:32][CH:31]=3)=[O:29])=[C:20]([C:22]([O:24][CH2:25][CH3:26])=[O:23])[N:21]=[C:10]21)[CH3:2], predict the reactants needed to synthesize it. The reactants are: [CH2:1]([N:8](CC)[C:9]12[CH2:17][CH2:16][CH:13]([CH2:14][CH2:15]1)[CH2:12][N:11]1[C:18](=[O:36])[C:19]([O:27][C:28]([C:30]3[CH:35]=[CH:34][CH:33]=[CH:32][CH:31]=3)=[O:29])=[C:20]([C:22]([O:24][CH2:25][CH3:26])=[O:23])[N:21]=[C:10]21)[C:2]1C=CC=CC=1.Cl.[H][H]. (2) Given the product [Br:15][CH2:12][C:9]1[CH:10]=[CH:11][C:6]([O:5][CH2:4][CH2:3][O:2][CH3:1])=[CH:7][CH:8]=1, predict the reactants needed to synthesize it. The reactants are: [CH3:1][O:2][CH2:3][CH2:4][O:5][C:6]1[CH:11]=[CH:10][C:9]([CH2:12]O)=[CH:8][CH:7]=1.P(Br)(Br)[Br:15].C([O-])(O)=O.[Na+].